This data is from Cav3 T-type calcium channel HTS with 100,875 compounds. The task is: Binary Classification. Given a drug SMILES string, predict its activity (active/inactive) in a high-throughput screening assay against a specified biological target. (1) The molecule is O=C(NC(c1ccccc1)C(O)=O)CCn1nnc2c(c1=O)cccc2. The result is 0 (inactive). (2) The compound is Oc1nc(N2CCN(CC2)Cc2ccccc2)[nH]c(=O)c1CCCC. The result is 0 (inactive). (3) The molecule is Clc1ccc(OCc2c(OC)ccc(c2)/C=N\NC(=O)c2[nH]ncc2)cc1. The result is 0 (inactive). (4) The drug is O(c1nc(nc(CS(=O)c2ccccc2)c1)c1ccccc1)c1ccccc1. The result is 1 (active). (5) The drug is O=C(N1CCCCC1)c1nn(cc1)C(OCC(C)C)=O. The result is 0 (inactive). (6) The compound is S(C1CC(=O)N(C1=O)c1cc(ccc1)C)\C(Nc1ccccc1)=N\c1ccccc1. The result is 0 (inactive).